Dataset: Peptide-MHC class II binding affinity with 134,281 pairs from IEDB. Task: Regression. Given a peptide amino acid sequence and an MHC pseudo amino acid sequence, predict their binding affinity value. This is MHC class II binding data. (1) The peptide sequence is YLGLEVLTRARAALT. The MHC is HLA-DPA10201-DPB10101 with pseudo-sequence HLA-DPA10201-DPB10101. The binding affinity (normalized) is 0.401. (2) The peptide sequence is DGTYDITKLGAKPDG. The MHC is DRB1_0802 with pseudo-sequence DRB1_0802. The binding affinity (normalized) is 0. (3) The peptide sequence is MLQALFKYDINIY. The MHC is DRB1_0401 with pseudo-sequence DRB1_0401. The binding affinity (normalized) is 0.211. (4) The peptide sequence is GELQIVDQIDAAFKI. The MHC is DRB1_0701 with pseudo-sequence DRB1_0701. The binding affinity (normalized) is 0.573. (5) The peptide sequence is YEYKVQQAMSNLVLG. The MHC is H-2-IAb with pseudo-sequence H-2-IAb. The binding affinity (normalized) is 0.351. (6) The binding affinity (normalized) is 0.148. The peptide sequence is SADLELSWNLNGLQAY. The MHC is DRB1_0401 with pseudo-sequence DRB1_0401.